From a dataset of Forward reaction prediction with 1.9M reactions from USPTO patents (1976-2016). Predict the product of the given reaction. (1) Given the reactants [CH2:1]([N:5]([CH2:33][CH2:34][CH2:35][CH3:36])[C:6]([C:8]1[N:9]=[C:10]([C:13]2[CH:22]=[CH:21][C:16]([C:17]([O:19][CH3:20])=[O:18])=[CH:15][C:14]=2[C:23]([O:25][CH2:26][C:27]2[CH:32]=[CH:31][CH:30]=[CH:29][CH:28]=2)=[O:24])[NH:11][CH:12]=1)=[O:7])[CH2:2][CH2:3][CH3:4].C([O-])([O-])=O.[K+].[K+].[CH:43]1[CH:48]=[CH:47][C:46]([CH2:49][CH2:50]Br)=[CH:45][CH:44]=1, predict the reaction product. The product is: [CH2:33]([N:5]([CH2:1][CH2:2][CH2:3][CH3:4])[C:6]([C:8]1[N:9]=[C:10]([C:13]2[CH:22]=[CH:21][C:16]([C:17]([O:19][CH3:20])=[O:18])=[CH:15][C:14]=2[C:23]([O:25][CH2:26][C:27]2[CH:28]=[CH:29][CH:30]=[CH:31][CH:32]=2)=[O:24])[N:11]([CH2:50][CH2:49][C:46]2[CH:47]=[CH:48][CH:43]=[CH:44][CH:45]=2)[CH:12]=1)=[O:7])[CH2:34][CH2:35][CH3:36]. (2) Given the reactants [CH2:1]([C:3]1[CH:32]=[CH:31][CH:30]=[C:29]([C:33]([F:36])([F:35])[F:34])[C:4]=1[CH2:5][N:6]1[C:14]2[C:9](=[C:10]([F:15])[CH:11]=[CH:12][CH:13]=2)[C:8]([C:16]2[C:25]([F:26])=[CH:24][C:19]([C:20]([O:22]C)=[O:21])=[C:18]([O:27]C)[CH:17]=2)=[N:7]1)[CH3:2].B(Br)(Br)Br.C(#N)C, predict the reaction product. The product is: [CH2:1]([C:3]1[CH:32]=[CH:31][CH:30]=[C:29]([C:33]([F:36])([F:35])[F:34])[C:4]=1[CH2:5][N:6]1[C:14]2[C:9](=[C:10]([F:15])[CH:11]=[CH:12][CH:13]=2)[C:8]([C:16]2[C:25]([F:26])=[CH:24][C:19]([C:20]([OH:22])=[O:21])=[C:18]([OH:27])[CH:17]=2)=[N:7]1)[CH3:2]. (3) Given the reactants [F:1][C:2]1[CH:7]=[CH:6][C:5]([C:8](=[O:29])[CH:9]([CH2:15][C:16]2[CH:21]=[CH:20][CH:19]=[C:18]([O:22][C:23]([F:28])([F:27])[CH:24]([F:26])[F:25])[CH:17]=2)[C:10]([O:12][CH2:13][CH3:14])=[O:11])=[CH:4][CH:3]=1.Cl, predict the reaction product. The product is: [F:1][C:2]1[CH:7]=[CH:6][C:5]([CH:8]([OH:29])[CH:9]([CH2:15][C:16]2[CH:21]=[CH:20][CH:19]=[C:18]([O:22][C:23]([F:28])([F:27])[CH:24]([F:26])[F:25])[CH:17]=2)[C:10]([O:12][CH2:13][CH3:14])=[O:11])=[CH:4][CH:3]=1. (4) The product is: [F:1][C:2]1[CH:3]=[C:4]2[C:8](=[CH:9][CH:10]=1)[NH:7][C:6]1[C:5]2=[C:5]2[C:4]3[CH:3]=[C:2]([F:1])[CH:10]=[CH:9][C:8]=3[NH:7][C:6]2=[C:5]2[C:4]3[CH:3]=[C:2]([F:1])[CH:10]=[CH:9][C:8]=3[NH:7][C:6]2=1. Given the reactants [F:1][C:2]1[CH:3]=[C:4]2[C:8](=[CH:9][CH:10]=1)[NH:7][CH:6]=[CH:5]2.O, predict the reaction product. (5) Given the reactants [Cl:1][C:2]1[CH:7]=[CH:6][N:5]=[C:4]([CH2:8][NH:9][C:10]2[O:11][C:12]3[C:18]([O:19][CH3:20])=[CH:17][C:16]([C:21]([OH:23])=O)=[CH:15][C:13]=3[N:14]=2)[CH:3]=1.[CH3:24][C@@:25]1([C:30]([O:32][CH3:33])=[O:31])[CH2:29][CH2:28][CH2:27][NH:26]1.C(N(CC)C(C)C)(C)C.CN(C(ON1N=NC2C=CC=NC1=2)=[N+](C)C)C.F[P-](F)(F)(F)(F)F, predict the reaction product. The product is: [Cl:1][C:2]1[CH:7]=[CH:6][N:5]=[C:4]([CH2:8][NH:9][C:10]2[O:11][C:12]3[C:18]([O:19][CH3:20])=[CH:17][C:16]([C:21]([N:26]4[CH2:27][CH2:28][CH2:29][C@@:25]4([CH3:24])[C:30]([O:32][CH3:33])=[O:31])=[O:23])=[CH:15][C:13]=3[N:14]=2)[CH:3]=1. (6) Given the reactants C[O:2][CH:3]=[C:4]1[CH2:9][CH2:8][CH:7]([C:10]2[CH:15]=[CH:14][C:13]([CH2:16][CH2:17][CH:18]3[CH2:23][CH2:22][CH:21]([CH2:24][CH2:25][CH3:26])[CH2:20][CH2:19]3)=[CH:12][CH:11]=2)[CH2:6][CH2:5]1.Cl, predict the reaction product. The product is: [CH2:24]([CH:21]1[CH2:20][CH2:19][CH:18]([CH2:17][CH2:16][C:13]2[CH:12]=[CH:11][C:10]([C@H:7]3[CH2:8][CH2:9][C@H:4]([CH:3]=[O:2])[CH2:5][CH2:6]3)=[CH:15][CH:14]=2)[CH2:23][CH2:22]1)[CH2:25][CH3:26]. (7) Given the reactants S(=O)(=O)(O)[OH:2].[NH2:6][C:7]1[S:11][N:10]=[C:9]([CH3:12])[C:8]=1[C:13]#[N:14].N, predict the reaction product. The product is: [NH2:6][C:7]1[S:11][N:10]=[C:9]([CH3:12])[C:8]=1[C:13]([NH2:14])=[O:2].